From a dataset of Catalyst prediction with 721,799 reactions and 888 catalyst types from USPTO. Predict which catalyst facilitates the given reaction. Reactant: [N+:1]([C:4]1[CH:9]=[CH:8][C:7]([C:10]2[N:14]=[C:13](C(OCC)=O)[S:12][N:11]=2)=[CH:6][CH:5]=1)([O-])=O.Cl. Product: [S:12]1[CH:13]=[N:14][C:10]([C:7]2[CH:8]=[CH:9][C:4]([NH2:1])=[CH:5][CH:6]=2)=[N:11]1. The catalyst class is: 6.